From a dataset of NCI-60 drug combinations with 297,098 pairs across 59 cell lines. Regression. Given two drug SMILES strings and cell line genomic features, predict the synergy score measuring deviation from expected non-interaction effect. (1) Drug 1: CS(=O)(=O)C1=CC(=C(C=C1)C(=O)NC2=CC(=C(C=C2)Cl)C3=CC=CC=N3)Cl. Drug 2: CC=C1C(=O)NC(C(=O)OC2CC(=O)NC(C(=O)NC(CSSCCC=C2)C(=O)N1)C(C)C)C(C)C. Cell line: NCI-H522. Synergy scores: CSS=63.6, Synergy_ZIP=3.34, Synergy_Bliss=5.07, Synergy_Loewe=-47.4, Synergy_HSA=5.00. (2) Drug 1: C1CN1P(=S)(N2CC2)N3CC3. Drug 2: COCCOC1=C(C=C2C(=C1)C(=NC=N2)NC3=CC=CC(=C3)C#C)OCCOC.Cl. Cell line: MDA-MB-435. Synergy scores: CSS=-2.81, Synergy_ZIP=2.75, Synergy_Bliss=0.670, Synergy_Loewe=-4.73, Synergy_HSA=-4.25.